This data is from Forward reaction prediction with 1.9M reactions from USPTO patents (1976-2016). The task is: Predict the product of the given reaction. (1) Given the reactants [CH2:1]([C@@H:8]([NH:12][C:13](=[O:19])[O:14][C:15]([CH3:18])([CH3:17])[CH3:16])[C:9](=O)[CH3:10])[C:2]1[CH:7]=[CH:6][CH:5]=[CH:4][CH:3]=1.[CH2:20]([NH2:27])[C:21]1[CH:26]=[CH:25][CH:24]=[CH:23][CH:22]=1.C(O[BH-](OC(=O)C)OC(=O)C)(=O)C.[Na+].C(=O)([O-])O.[Na+], predict the reaction product. The product is: [CH2:1]([C@@H:8]([NH:12][C:13](=[O:19])[O:14][C:15]([CH3:18])([CH3:17])[CH3:16])[CH:9]([NH:27][CH2:20][C:21]1[CH:26]=[CH:25][CH:24]=[CH:23][CH:22]=1)[CH3:10])[C:2]1[CH:7]=[CH:6][CH:5]=[CH:4][CH:3]=1. (2) Given the reactants C(OC(=O)[CH:5]([C:16]1[CH:21]=[CH:20][C:19]([N+:22]([O-:24])=[O:23])=[CH:18][CH:17]=1)[C:6]1[CH:11]=[CH:10][N:9]=[C:8]([C:12]([F:15])([F:14])[F:13])[CH:7]=1)C.O.[Li+].[OH-], predict the reaction product. The product is: [N+:22]([C:19]1[CH:18]=[CH:17][C:16]([CH2:5][C:6]2[CH:11]=[CH:10][N:9]=[C:8]([C:12]([F:15])([F:13])[F:14])[CH:7]=2)=[CH:21][CH:20]=1)([O-:24])=[O:23]. (3) Given the reactants [CH:1]([C:3]1[C:11]2[C:6](=[CH:7][CH:8]=[CH:9][CH:10]=2)[NH:5][CH:4]=1)=[O:2].[H-].[Na+].Br[CH2:15][C:16]([O:18][CH2:19][CH3:20])=[O:17], predict the reaction product. The product is: [CH2:19]([O:18][C:16](=[O:17])[CH2:15][N:5]1[C:6]2[C:11](=[CH:10][CH:9]=[CH:8][CH:7]=2)[C:3]([CH:1]=[O:2])=[CH:4]1)[CH3:20]. (4) The product is: [NH2:15][C:12]1[CH:13]=[CH:14][C:9]([C:18]2[CH:19]=[C:20]3[C:25](=[CH:26][CH:27]=2)[N:24]=[CH:23][N:22]=[C:21]3[NH2:28])=[CH:10][CH:11]=1. Given the reactants CC1(C)C(C)(C)OB([C:9]2[CH:14]=[CH:13][C:12]([NH2:15])=[CH:11][CH:10]=2)O1.Br[C:18]1[CH:19]=[C:20]2[C:25](=[CH:26][CH:27]=1)[N:24]=[CH:23][N:22]=[C:21]2[NH2:28].C(=O)([O-])[O-].[Na+].[Na+], predict the reaction product.